From a dataset of Catalyst prediction with 721,799 reactions and 888 catalyst types from USPTO. Predict which catalyst facilitates the given reaction. (1) Reactant: [Cl:1][C:2]1[CH:7]=[C:6]([C:8]([F:11])([F:10])[F:9])[CH:5]=[CH:4][C:3]=1[S:12]([NH:15][C:16]1[CH:21]=[C:20]([Cl:22])[C:19]([OH:23])=[C:18]([Cl:24])[CH:17]=1)(=[O:14])=[O:13].[H-].[Na+].Cl[C:28]1[S:29][C:30]2[CH:36]=[C:35]([N+:37]([O-:39])=[O:38])[CH:34]=[CH:33][C:31]=2[N:32]=1. The catalyst class is: 861. Product: [Cl:1][C:2]1[CH:7]=[C:6]([C:8]([F:9])([F:11])[F:10])[CH:5]=[CH:4][C:3]=1[S:12]([NH:15][C:16]1[CH:21]=[C:20]([Cl:22])[C:19]([O:23][C:28]2[S:29][C:30]3[CH:36]=[C:35]([N+:37]([O-:39])=[O:38])[CH:34]=[CH:33][C:31]=3[N:32]=2)=[C:18]([Cl:24])[CH:17]=1)(=[O:13])=[O:14]. (2) Reactant: NCC1[CH:8]=[C:7]([I:9])[CH:6]=CC=1NC.[C:12]([N:19]1[CH:23]=[CH:22]N=C1)([N:14]1[CH:18]=[CH:17]N=[CH:15]1)=[O:13]. Product: [I:9][C:7]1[CH:6]=[C:22]2[C:18](=[CH:17][CH:8]=1)[N:14]([CH3:15])[C:12](=[O:13])[NH:19][CH2:23]2. The catalyst class is: 7. (3) Reactant: [OH:1][CH2:2][CH2:3][N:4]([CH3:24])[CH2:5][CH2:6][CH2:7][CH2:8][CH2:9][CH2:10][CH2:11][C:12]([NH:14][C:15]1[CH:23]=[CH:22][C:18]([C:19]([OH:21])=O)=[CH:17][CH:16]=1)=[O:13].C(N(CC)C(C)C)(C)C.O.ON1C2C=CC=CC=2N=N1.[NH2:45][CH2:46][C:47]1[C:52]([CH2:53][CH3:54])=[N:51][C:50]2[N:55]([CH2:58][CH3:59])[N:56]=[CH:57][C:49]=2[C:48]=1[NH:60][CH:61]1[CH2:66][CH2:65][O:64][CH2:63][CH2:62]1. Product: [CH2:58]([N:55]1[C:50]2=[N:51][C:52]([CH2:53][CH3:54])=[C:47]([CH2:46][NH:45][C:19](=[O:21])[C:18]3[CH:17]=[CH:16][C:15]([NH:14][C:12](=[O:13])[CH2:11][CH2:10][CH2:9][CH2:8][CH2:7][CH2:6][CH2:5][N:4]([CH2:3][CH2:2][OH:1])[CH3:24])=[CH:23][CH:22]=3)[C:48]([NH:60][CH:61]3[CH2:62][CH2:63][O:64][CH2:65][CH2:66]3)=[C:49]2[CH:57]=[N:56]1)[CH3:59]. The catalyst class is: 9. (4) The catalyst class is: 1. Product: [NH2:6][CH2:5][C@@H:7]([C@@H:8]1[CH2:16][C:15]2[C:10](=[CH:11][CH:12]=[CH:13][CH:14]=2)[N:9]1[C:17]([O:19][CH2:20][C:21]1[CH:22]=[CH:23][CH:24]=[CH:25][CH:26]=1)=[O:18])[OH:27]. Reactant: B.CSC.[C:5]([C@H:7]([OH:27])[C@@H:8]1[CH2:16][C:15]2[C:10](=[CH:11][CH:12]=[CH:13][CH:14]=2)[N:9]1[C:17]([O:19][CH2:20][C:21]1[CH:26]=[CH:25][CH:24]=[CH:23][CH:22]=1)=[O:18])#[N:6]. (5) Product: [ClH:27].[OH:19][C:16]1[CH:17]=[C:18]2[C:13]([C:12](=[O:24])[N:11]3[CH2:25][CH2:26][NH:8][CH2:9][C@H:10]32)=[C:14]([C:20]([F:23])([F:22])[F:21])[CH:15]=1. The catalyst class is: 316. Reactant: C(OC([N:8]1[CH2:26][CH2:25][N:11]2[C:12](=[O:24])[C:13]3[C:18]([C@@H:10]2[CH2:9]1)=[CH:17][C:16]([OH:19])=[CH:15][C:14]=3[C:20]([F:23])([F:22])[F:21])=O)(C)(C)C.[ClH:27].